This data is from Experimentally validated miRNA-target interactions with 360,000+ pairs, plus equal number of negative samples. The task is: Binary Classification. Given a miRNA mature sequence and a target amino acid sequence, predict their likelihood of interaction. (1) The miRNA is mmu-miR-30a-3p with sequence CUUUCAGUCGGAUGUUUGCAGC. Result: 0 (no interaction). The protein sequence of the target gene is MVSLPRLCALWGCLLTAVHLGQCVTCSDKQYLHDGQCCDLCQPGSRLTSHCTALEKTQCHPCDSGEFSAQWNREIRCHQHRHCEPNQGLRVKKEGTAESDTVCTCKEGQHCTSKDCEACAQHTPCIPGFGVMEMATETTDTVCHPCPVGFFSNQSSLFEKCYPWTSCEDKNLEVLQKGTSQTNVICGLKSRMRALLVIPVVMGILITIFGVFLYIKKVVKKPKDNEILPPAARRQDPQEMEDYPGHNTAAPVQETLHGCQPVTQEDGKESRISVQERQVTDSIALRPLV. (2) The miRNA is cel-miR-239a-5p with sequence UUUGUACUACACAUAGGUACUGG. The protein sequence of the target gene is MSPAKRWGSPCLFPLQLFSLCWVLSVAQSKTVRYSTFEEDAPGTVIGTLAEDLHMKVSGDTSFRLMKQFNSSLLRVREGDGQLTVGDAGLDRERLCGPSPQCVLAFDVVSFSQEQFRLVHVEVEVRDVNDHAPRFPRAQIPVEVSESAPVGTRIPLEVPVDEDVGANGLQSVRLAEPHSPFRVELQTRADGAQCADLVLLQELDRESQASYSLELVAQDGGRPPRSATAALSVRVLDANDHSPAFPQGAVAEVELAEDAPVGSLLLDLDAADPDEGPNGDVVFTFGARTPPEARHLFRLD.... Result: 0 (no interaction). (3) The miRNA is rno-miR-543-5p with sequence AAGUUGCCCGCGUGUUUUUCG. The protein sequence of the target gene is MDLPGDSSPPGQPRLCRQPLTRALWGARSPKRPRLQLPGAPSPLEKASRRVLAVVLEDVMAVHMVPVVPSKQTSIPQHHSYHQDPVHRQPPASPPRQAGWSSQARPPDPLCLCREPLSRIHRTSSTLRRRSRTTPGPEEGPSQKVDRAPQPTLVVMLEDIASPRPPAEGFIDETPNFIIPAQRAEPMRIVRQPTPPPGDLEPPFQPSALPADPLESPPTAPDPALELPSTPPPSSLLRPRLSPWGLAPLFRSVRSKLESFADIFLTPNKTPQPPPPSPPMKLELKIAISEAEQSGAAEGT.... Result: 0 (no interaction). (4) The miRNA is hsa-miR-483-3p with sequence UCACUCCUCUCCUCCCGUCUU. The protein sequence of the target gene is MVRTKANYVPGAYRKAVASQAPRKVLGSSTFVTNSSSSSRKAENKYAGGNPVCVRPTPKWQKGIGEFFRLSPKESKKENQAPEEAGTSGLGKAKRKACPLQPDHRDDENE. Result: 0 (no interaction).